From a dataset of Peptide-MHC class I binding affinity with 185,985 pairs from IEDB/IMGT. Regression. Given a peptide amino acid sequence and an MHC pseudo amino acid sequence, predict their binding affinity value. This is MHC class I binding data. (1) The peptide sequence is NFFTELENKK. The MHC is HLA-A68:01 with pseudo-sequence HLA-A68:01. The binding affinity (normalized) is 0.186. (2) The peptide sequence is EAVRHFPRI. The MHC is HLA-B54:01 with pseudo-sequence HLA-B54:01. The binding affinity (normalized) is 0. (3) The MHC is H-2-Ld with pseudo-sequence H-2-Ld. The peptide sequence is IPQSLDSWWTSA. The binding affinity (normalized) is 0.368.